Predict which catalyst facilitates the given reaction. From a dataset of Catalyst prediction with 721,799 reactions and 888 catalyst types from USPTO. (1) Reactant: [CH:1]1([O:5][C:6]2[C:15]([C:16]3[CH:17]=[N:18][NH:19][CH:20]=3)=[CH:14][CH:13]=[C:12]3[C:7]=2[CH2:8][CH2:9][C@H:10]([CH3:25])[N:11]3[C:21]([O:23][CH3:24])=[O:22])[CH2:4][CH2:3][CH2:2]1.CS(O[CH:31]1[CH2:36][CH2:35][S:34](=[O:38])(=[O:37])[CH2:33][CH2:32]1)(=O)=O.C(=O)([O-])[O-].[Cs+].[Cs+]. Product: [CH:1]1([O:5][C:6]2[C:15]([C:16]3[CH:20]=[N:19][N:18]([CH:31]4[CH2:36][CH2:35][S:34](=[O:38])(=[O:37])[CH2:33][CH2:32]4)[CH:17]=3)=[CH:14][CH:13]=[C:12]3[C:7]=2[CH2:8][CH2:9][C@H:10]([CH3:25])[N:11]3[C:21]([O:23][CH3:24])=[O:22])[CH2:2][CH2:3][CH2:4]1. The catalyst class is: 35. (2) Reactant: [N:1]1([CH2:7][CH2:8][NH2:9])[CH2:6][CH2:5][NH:4][CH2:3][CH2:2]1.[H][H]. Product: [N:1]1([CH2:7][CH2:8][NH:9][CH2:8][CH2:7][N:1]2[CH2:6][CH2:5][NH:4][CH2:3][CH2:2]2)[CH2:6][CH2:5][NH:4][CH2:3][CH2:2]1. The catalyst class is: 181.